Binary Classification. Given a T-cell receptor sequence (or CDR3 region) and an epitope sequence, predict whether binding occurs between them. From a dataset of TCR-epitope binding with 47,182 pairs between 192 epitopes and 23,139 TCRs. Result: 0 (the TCR does not bind to the epitope). The epitope is NLNESLIDL. The TCR CDR3 sequence is CASSPLGLSGANVLTF.